This data is from Full USPTO retrosynthesis dataset with 1.9M reactions from patents (1976-2016). The task is: Predict the reactants needed to synthesize the given product. (1) Given the product [CH2:22]([O:6][CH2:7][C:8]12[CH2:15][CH:14]3[CH2:13][CH:12]([CH2:11][C:10]([CH2:18][O:19][CH2:3][CH:4]4[O:1][CH2:5]4)([CH2:16]3)[CH2:9]1)[CH2:17]2)[CH:24]1[O:26][CH2:25]1, predict the reactants needed to synthesize it. The reactants are: [O:1]1[CH2:5][CH2:4][CH2:3]C1.[OH:6][CH2:7][C:8]12[CH2:17][CH:12]3[CH2:13][CH:14]([CH2:16][C:10]([CH2:18][OH:19])([CH2:11]3)[CH2:9]1)[CH2:15]2.[H-].[Na+].[CH2:22]([CH:24]1[O:26][CH2:25]1)Cl. (2) Given the product [CH3:7][C:8]1[NH:9][C:10]2[C:15]([C:16]=1[CH2:22][CH2:23][NH2:24])=[CH:14][C:13]([N+:17]([O-:19])=[O:18])=[CH:12][CH:11]=2, predict the reactants needed to synthesize it. The reactants are: C(Cl)(=O)C(Cl)=O.[CH3:7][C:8]1[NH:9][C:10]2[C:15]([CH:16]=1)=[CH:14][C:13]([N+:17]([O-:19])=[O:18])=[CH:12][CH:11]=2.C1(=O)[NH:24][C:23](=O)[C:22]2=CC=CC=C12.NC(=O)C(C1C2C(=CC=C([N+]([O-])=O)C=2)NC=1)=O.B.C1COCC1.C(=O)(O)[O-].[Na+]. (3) Given the product [NH2:25][C:20]1[CH:21]=[CH:22][CH:23]=[CH:24][C:19]=1[S:18][C:16]([CH3:28])([CH3:17])[C@H:12]([NH:11][C:9]([O:8][CH2:1][C:2]1[CH:7]=[CH:6][CH:5]=[CH:4][CH:3]=1)=[O:10])[C:13]([OH:15])=[O:14], predict the reactants needed to synthesize it. The reactants are: [CH2:1]([O:8][C:9]([NH:11][C@@H:12]([C:16]([CH3:28])([S:18][C:19]1[CH:24]=[CH:23][CH:22]=[CH:21][C:20]=1[N+:25]([O-])=O)[CH3:17])[C:13]([OH:15])=[O:14])=[O:10])[C:2]1[CH:7]=[CH:6][CH:5]=[CH:4][CH:3]=1.[NH4+].[Cl-]. (4) Given the product [C:28]1([S:25]([NH:24][C@H:11]([C:12](=[O:23])[NH:13][CH2:14][C:15]2[CH:16]=[CH:17][C:18]([O:21][CH3:22])=[CH:19][CH:20]=2)[CH2:10][C:8]2[CH:7]=[CH:6][C:5]([O:34][CH2:35][C:36]([OH:38])=[O:37])=[C:4]([CH:9]=2)[C:3]([OH:40])=[O:2])(=[O:27])=[O:26])[CH:33]=[CH:32][CH:31]=[CH:30][CH:29]=1, predict the reactants needed to synthesize it. The reactants are: C[O:2][C:3](=[O:40])[C:4]1[CH:9]=[C:8]([CH2:10][C@H:11]([NH:24][S:25]([C:28]2[CH:33]=[CH:32][CH:31]=[CH:30][CH:29]=2)(=[O:27])=[O:26])[C:12](=[O:23])[NH:13][CH2:14][C:15]2[CH:20]=[CH:19][C:18]([O:21][CH3:22])=[CH:17][CH:16]=2)[CH:7]=[CH:6][C:5]=1[O:34][CH2:35][C:36]([O:38]C)=[O:37].O.[OH-].[Li+]. (5) The reactants are: Br[C:2]1[CH:3]=[C:4]([CH:7]=[CH:8][C:9]=1[Cl:10])[CH:5]=[O:6].[CH3:11][C:12]1[C:13](B(O)O)=[CH:14][C:15]2[C:16](C)([CH3:24])[CH2:17][CH2:18][C:19]([CH3:23])([CH3:22])[C:20]=2[CH:21]=1.[CH2:29](O)C.C(=O)([O-])[O-].[K+].[K+]. Given the product [Cl:10][C:9]1[CH:8]=[CH:7][C:4]([CH:5]=[O:6])=[CH:3][C:2]=1[C:13]1[C:12]([CH3:11])=[CH:21][C:20]2[C:19]([CH3:22])([CH3:23])[CH2:18][CH:17]([CH3:29])[CH:16]([CH3:24])[C:15]=2[CH:14]=1, predict the reactants needed to synthesize it. (6) Given the product [N:41]1[CH:42]=[CH:43][CH:44]=[N:38][C:40]=1[CH2:45][O:46][C:30]([C:9]1[N:14]=[C:13]([NH:15][CH2:16][C:17]2[CH:22]=[CH:21][C:20]([O:23][CH3:24])=[C:19]([Cl:25])[CH:18]=2)[CH:12]=[CH:11][N:10]=1)=[O:29], predict the reactants needed to synthesize it. The reactants are: N1C=CC=CC=1CO[C:9]1[N:14]=[C:13]([NH:15][CH2:16][C:17]2[CH:22]=[CH:21][C:20]([O:23][CH3:24])=[C:19]([Cl:25])[CH:18]=2)[C:12](C(O)=O)=[CH:11][N:10]=1.[OH:29][CH2:30]C1N=CC=CN=1.C[N:38]([C:40]1[CH:45]=[CH:44][CH:43]=[CH:42][N:41]=1)C.[OH2:46].